From a dataset of Forward reaction prediction with 1.9M reactions from USPTO patents (1976-2016). Predict the product of the given reaction. (1) The product is: [CH3:1][O:2][C:3]1[CH:20]=[CH:19][C:6]([CH2:7][C:8]2[C:17]3[C:12](=[CH:13][CH:14]=[CH:15][CH:16]=3)[C:11]([C:21]3[CH:26]=[CH:25][CH:24]=[CH:23][CH:22]=3)=[N:10][N:9]=2)=[CH:5][CH:4]=1. Given the reactants [CH3:1][O:2][C:3]1[CH:20]=[CH:19][C:6]([CH2:7][C:8]2[C:17]3[C:12](=[CH:13][CH:14]=[CH:15][CH:16]=3)[C:11](Cl)=[N:10][N:9]=2)=[CH:5][CH:4]=1.[C:21]1(B(O)O)[CH:26]=[CH:25][CH:24]=[CH:23][CH:22]=1.O1CCOCC1.C(=O)([O-])[O-].[Na+].[Na+], predict the reaction product. (2) Given the reactants [NH2:1][C@H:2]1[CH2:7][CH2:6][C@H:5]([NH:8][C:9]([C:11]2[C:15]3[N:16]=[CH:17][N:18]=[C:19]([C:20]4[CH:25]=[CH:24][C:23]([O:26][CH3:27])=[CH:22][C:21]=4[O:28][CH2:29][CH2:30][O:31][CH3:32])[C:14]=3[NH:13][CH:12]=2)=[O:10])[CH2:4][CH2:3]1.[C:33](Cl)(=[O:35])[CH3:34], predict the reaction product. The product is: [C:33]([NH:1][C@H:2]1[CH2:7][CH2:6][C@H:5]([NH:8][C:9]([C:11]2[C:15]3[N:16]=[CH:17][N:18]=[C:19]([C:20]4[CH:25]=[CH:24][C:23]([O:26][CH3:27])=[CH:22][C:21]=4[O:28][CH2:29][CH2:30][O:31][CH3:32])[C:14]=3[NH:13][CH:12]=2)=[O:10])[CH2:4][CH2:3]1)(=[O:35])[CH3:34]. (3) Given the reactants [CH3:1][CH:2]([CH3:18])[CH2:3][N:4]1[C:16]2[C:15]3[CH:14]=[CH:13][CH:12]=[CH:11][C:10]=3[N:9]=[C:8]([NH2:17])[C:7]=2[N:6]=[CH:5]1.[Br:19]N1C(=O)CCC1=O, predict the reaction product. The product is: [Br:19][C:13]1[CH:12]=[CH:11][C:10]2[N:9]=[C:8]([NH2:17])[C:7]3[N:6]=[CH:5][N:4]([CH2:3][CH:2]([CH3:18])[CH3:1])[C:16]=3[C:15]=2[CH:14]=1. (4) Given the reactants [CH:1]1([C:4]2[NH:8][N:7]=[C:6]([NH:9][C:10]3[CH:15]=[CH:14][N:13]=[C:12]([NH:16][CH2:17][C:18]4[CH:26]=[C:25]5[C:21]([CH:22]=[CH:23][N:24]5S(C5C=CC(C)=CC=5)(=O)=O)=[CH:20][CH:19]=4)[N:11]=3)[CH:5]=2)[CH2:3][CH2:2]1.[OH-].[K+], predict the reaction product. The product is: [NH:24]1[C:25]2[C:21](=[CH:20][CH:19]=[C:18]([CH2:17][NH:16][C:12]3[N:11]=[C:10]([NH:9][C:6]4[CH:5]=[C:4]([CH:1]5[CH2:2][CH2:3]5)[NH:8][N:7]=4)[CH:15]=[CH:14][N:13]=3)[CH:26]=2)[CH:22]=[CH:23]1.